This data is from Forward reaction prediction with 1.9M reactions from USPTO patents (1976-2016). The task is: Predict the product of the given reaction. (1) Given the reactants [Si]([O:8][CH2:9][C:10]1[N:11]=[C:12]([C:15]2([OH:28])[CH2:20][CH2:19][N:18]([C:21]([O:23][C:24]([CH3:27])([CH3:26])[CH3:25])=[O:22])[CH2:17][CH2:16]2)[S:13][CH:14]=1)(C(C)(C)C)(C)C.F.F.F.C(N(CC)CC)C, predict the reaction product. The product is: [OH:28][C:15]1([C:12]2[S:13][CH:14]=[C:10]([CH2:9][OH:8])[N:11]=2)[CH2:16][CH2:17][N:18]([C:21]([O:23][C:24]([CH3:25])([CH3:26])[CH3:27])=[O:22])[CH2:19][CH2:20]1. (2) Given the reactants Cl[C:2]1[CH:7]=[CH:6][C:5]([N+:8]([O-:10])=[O:9])=[CH:4][N:3]=1.C(=O)([O-])[O-].[Na+].[Na+].[CH3:17][C:18]1([CH2:24][C:25]([O:27][CH3:28])=[O:26])[CH2:23][CH2:22][NH:21][CH2:20][CH2:19]1.C[C@@H](O)[C@H](NC(CNC([C@@H](NC([C@@H](NC([C@@H](N)CC1N=CNC=1)=O)CO)=O)CCC(N)=O)=O)=O)C(N[C@H](C(N[C@H](C(N[C@H](C(N[C@H](C(N[C@H](C(N[C@H](C(N[C@H](C(N[C@H](C(N[C@H](C(N[C@H](C(N[C@H](C(N[C@H](C(N[C@H](C(N[C@H](C(N[C@H](C(N[C@H](C(N[C@H](C(N[C@H](C(N[C@H](C(N[C@H](C(N[C@H](C(N[C@H](C(N[C@H](C(N[C@H](C(O)=O)[C@H](O)C)=O)CC(N)=O)=O)CCSC)=O)CC(C)C)=O)CC1C2C=CC=CC=2NC=1)=O)CCC(N)=O)=O)C(C)C)=O)CC1C=CC=CC=1)=O)CC(O)=O)=O)CCC(N)=O)=O)C)=O)CCCN=C(N)N)=O)CCCN=C(N)N)=O)CO)=O)CC(O)=O)=O)CC(C)C)=O)CC1C=CC(O)=CC=1)=O)CCCCN)=O)CO)=O)CC1C=CC(O)=CC=1)=O)CC(O)=O)=O)CO)=O)[C@H](O)C)=O)CC1C=CC=CC=1)=O, predict the reaction product. The product is: [CH3:17][C:18]1([CH2:24][C:25]([O:27][CH3:28])=[O:26])[CH2:23][CH2:22][N:21]([C:2]2[CH:7]=[CH:6][C:5]([N+:8]([O-:10])=[O:9])=[CH:4][N:3]=2)[CH2:20][CH2:19]1. (3) Given the reactants [O:1]1[CH2:6][CH2:5][CH:4]([NH:7][C:8]2[CH:13]=[C:12]([C:14]([F:17])([F:16])[F:15])[CH:11]=[CH:10][C:9]=2[C:18](=[O:20])[CH3:19])[CH2:3][CH2:2]1.Cl[C:22](=[O:29])[CH2:23][C:24]([O:26][CH2:27][CH3:28])=[O:25], predict the reaction product. The product is: [C:18]([C:9]1[CH:10]=[CH:11][C:12]([C:14]([F:15])([F:17])[F:16])=[CH:13][C:8]=1[N:7]([CH:4]1[CH2:5][CH2:6][O:1][CH2:2][CH2:3]1)[C:22](=[O:29])[CH2:23][C:24]([O:26][CH2:27][CH3:28])=[O:25])(=[O:20])[CH3:19]. (4) Given the reactants [C:1]([O:5][C:6](=[O:17])[NH:7][C@H:8]([C:10]1[CH:15]=[CH:14][CH:13]=[C:12](Br)[CH:11]=1)[CH3:9])([CH3:4])([CH3:3])[CH3:2].C1(P(C2C=CC=CC=2)CCCP(C2C=CC=CC=2)C2C=CC=CC=2)C=CC=CC=1.C(N(CC)CC)C.[C]=O, predict the reaction product. The product is: [C:1]([O:5][C:6]([NH:7][C@H:8]([C:10]1[CH:11]=[C:12]([CH:13]=[CH:14][CH:15]=1)[C:6]([O:5][CH3:1])=[O:17])[CH3:9])=[O:17])([CH3:4])([CH3:3])[CH3:2]. (5) The product is: [Br:1][C:2]1[CH:11]=[C:10]2[C:5]([C:6]([NH2:15])=[C:7]([NH:12][CH2:11][CH:2]3[CH2:25][CH2:23][O:26][CH2:4][CH2:3]3)[CH:8]=[N:9]2)=[CH:4][CH:3]=1. Given the reactants [Br:1][C:2]1[CH:11]=[C:10]2[C:5]([C:6]([NH:15]CC3CCOCC3)=[C:7]([N+:12]([O-])=O)[CH:8]=[N:9]2)=[CH:4][CH:3]=1.[CH:23]([OH:26])([CH3:25])C, predict the reaction product. (6) The product is: [CH2:8]([C:6]1[CH:5]=[C:4]([C:11]2[CH:16]=[CH:15][CH:14]=[C:13]([C:17]([F:20])([F:19])[F:18])[CH:12]=2)[N:3]=[C:2]([C:22]#[N:23])[N:7]=1)[CH2:9][CH3:10]. Given the reactants Cl[C:2]1[N:7]=[C:6]([CH2:8][CH2:9][CH3:10])[CH:5]=[C:4]([C:11]2[CH:16]=[CH:15][CH:14]=[C:13]([C:17]([F:20])([F:19])[F:18])[CH:12]=2)[N:3]=1.[Cu][C:22]#[N:23].C(OCC)(=O)C.N, predict the reaction product. (7) Given the reactants [Cl-].[Cl:2][CH2:3][N+:4]([CH3:13])([CH3:12])[CH2:5][CH2:6][CH2:7][C:8]([O:10]C)=[O:9], predict the reaction product. The product is: [Cl:2][CH2:3][N+:4]([CH3:13])([CH3:12])[CH2:5][CH2:6][CH2:7][C:8]([O-:10])=[O:9].